Predict the product of the given reaction. From a dataset of Forward reaction prediction with 1.9M reactions from USPTO patents (1976-2016). (1) Given the reactants [CH:1]([C:3]([CH3:5])=[O:4])=[CH2:2].N12CCCN=C1CCCCC2.[C:17]([O:21][C:22](=[O:37])[NH:23][CH2:24][CH2:25][NH:26][C:27]1[O:28][C:29]2[CH:35]=[CH:34][C:33]([Cl:36])=[CH:32][C:30]=2[N:31]=1)([CH3:20])([CH3:19])[CH3:18].O, predict the reaction product. The product is: [C:17]([O:21][C:22](=[O:37])[NH:23][CH2:24][CH2:25][N:26]([C:27]1[O:28][C:29]2[CH:35]=[CH:34][C:33]([Cl:36])=[CH:32][C:30]=2[N:31]=1)[CH2:2][CH2:1][C:3](=[O:4])[CH3:5])([CH3:20])([CH3:18])[CH3:19]. (2) Given the reactants [CH:1]1([CH2:7][CH2:8][CH2:9][C@@H:10]([C:15]2[O:19][N:18]=[C:17]([C:20]([N:22]([CH2:24][CH2:25][N:26]([CH3:28])[CH3:27])[CH3:23])=[O:21])[N:16]=2)[CH2:11][C:12](O)=[O:13])[CH2:6][CH2:5][CH2:4][CH2:3][CH2:2]1.CN1CCOCC1.ClC(OCC(C)C)=O.C[Si](C)(C)[O:46][NH2:47], predict the reaction product. The product is: [CH:1]1([CH2:7][CH2:8][CH2:9][C@@H:10]([C:15]2[O:19][N:18]=[C:17]([C:20]([N:22]([CH2:24][CH2:25][N:26]([CH3:28])[CH3:27])[CH3:23])=[O:21])[N:16]=2)[CH2:11][C:12]([NH:47][OH:46])=[O:13])[CH2:6][CH2:5][CH2:4][CH2:3][CH2:2]1. (3) Given the reactants [Br:1][C:2]1[CH:16]=[CH:15][C:5]([O:6][C:7]2[C:8]([C:13]#N)=[N:9][CH:10]=[CH:11][CH:12]=2)=[CH:4][CH:3]=1.[OH-:17].[K+], predict the reaction product. The product is: [Br:1][C:2]1[CH:16]=[CH:15][C:5]2[O:6][C:7]3[C:8](=[N:9][CH:10]=[CH:11][CH:12]=3)[C:13](=[O:17])[C:4]=2[CH:3]=1. (4) Given the reactants C([O:9][CH2:10][C@@H:11]1[C@@H:15]([O:16]C(=O)C2C=CC=CC=2)[C@@H:14]([O:25]C(=O)C2C=CC=CC=2)[C@H:13]([N:34]2[CH:39]=[C:38]([F:40])[N:37]=[C:36]([C:41]([NH2:43])=[O:42])[C:35]2=[O:44])[O:12]1)(=O)C1C=CC=CC=1.C[O-].[Na+].Cl, predict the reaction product. The product is: [OH:25][C@@H:14]1[C@H:15]([OH:16])[C@@H:11]([CH2:10][OH:9])[O:12][C@H:13]1[N:34]1[CH:39]=[C:38]([F:40])[N:37]=[C:36]([C:41]([NH2:43])=[O:42])[C:35]1=[O:44]. (5) The product is: [F:36][CH:2]([F:1])[C:3]1[C:11]2[C:6](=[CH:7][C:8]([F:12])=[CH:9][CH:10]=2)[N:5]([S:13]([C:16]2[CH:17]=[CH:18][C:19]([O:34][CH3:35])=[C:20]([N:22]3[CH2:23][CH2:24][NH:25][CH2:26][CH2:27]3)[CH:21]=2)(=[O:14])=[O:15])[N:4]=1. Given the reactants [F:1][CH:2]([F:36])[C:3]1[C:11]2[C:6](=[CH:7][C:8]([F:12])=[CH:9][CH:10]=2)[N:5]([S:13]([C:16]2[CH:17]=[CH:18][C:19]([O:34][CH3:35])=[C:20]([N:22]3[CH2:27][CH2:26][N:25](C(=O)C(F)(F)F)[CH2:24][CH2:23]3)[CH:21]=2)(=[O:15])=[O:14])[N:4]=1.C(=O)([O-])[O-].[K+].[K+], predict the reaction product.